Dataset: NCI-60 drug combinations with 297,098 pairs across 59 cell lines. Task: Regression. Given two drug SMILES strings and cell line genomic features, predict the synergy score measuring deviation from expected non-interaction effect. (1) Drug 1: CC1C(C(CC(O1)OC2CC(CC3=C2C(=C4C(=C3O)C(=O)C5=C(C4=O)C(=CC=C5)OC)O)(C(=O)C)O)N)O.Cl. Drug 2: C1=CC(=CC=C1CCCC(=O)O)N(CCCl)CCCl. Cell line: OVCAR-4. Synergy scores: CSS=6.89, Synergy_ZIP=0.258, Synergy_Bliss=4.14, Synergy_Loewe=-2.98, Synergy_HSA=3.66. (2) Cell line: OVCAR-8. Synergy scores: CSS=33.3, Synergy_ZIP=-9.01, Synergy_Bliss=-7.00, Synergy_Loewe=-8.87, Synergy_HSA=-2.26. Drug 2: CCC1=C2CN3C(=CC4=C(C3=O)COC(=O)C4(CC)O)C2=NC5=C1C=C(C=C5)O. Drug 1: C1=C(C(=O)NC(=O)N1)N(CCCl)CCCl. (3) Drug 1: C1=CC=C(C=C1)NC(=O)CCCCCCC(=O)NO. Drug 2: C1=NNC2=C1C(=O)NC=N2. Cell line: A498. Synergy scores: CSS=12.8, Synergy_ZIP=-4.85, Synergy_Bliss=-2.06, Synergy_Loewe=-10.1, Synergy_HSA=-1.38. (4) Drug 2: CCN(CC)CCCC(C)NC1=C2C=C(C=CC2=NC3=C1C=CC(=C3)Cl)OC. Drug 1: CCCCC(=O)OCC(=O)C1(CC(C2=C(C1)C(=C3C(=C2O)C(=O)C4=C(C3=O)C=CC=C4OC)O)OC5CC(C(C(O5)C)O)NC(=O)C(F)(F)F)O. Synergy scores: CSS=74.6, Synergy_ZIP=-5.54, Synergy_Bliss=-1.48, Synergy_Loewe=-0.212, Synergy_HSA=0.902. Cell line: NCIH23. (5) Drug 1: C1=NC2=C(N=C(N=C2N1C3C(C(C(O3)CO)O)F)Cl)N. Drug 2: CC1C(C(CC(O1)OC2CC(CC3=C2C(=C4C(=C3O)C(=O)C5=CC=CC=C5C4=O)O)(C(=O)C)O)N)O. Cell line: UO-31. Synergy scores: CSS=60.1, Synergy_ZIP=-3.56, Synergy_Bliss=-2.86, Synergy_Loewe=-6.37, Synergy_HSA=-0.525. (6) Drug 1: CNC(=O)C1=NC=CC(=C1)OC2=CC=C(C=C2)NC(=O)NC3=CC(=C(C=C3)Cl)C(F)(F)F. Drug 2: C(CC(=O)O)C(=O)CN.Cl. Cell line: SN12C. Synergy scores: CSS=-1.83, Synergy_ZIP=1.48, Synergy_Bliss=-1.05, Synergy_Loewe=-9.36, Synergy_HSA=-8.53.